This data is from Catalyst prediction with 721,799 reactions and 888 catalyst types from USPTO. The task is: Predict which catalyst facilitates the given reaction. (1) Reactant: [OH:1][CH:2]([C:5]1[CH:10]=[C:9]([I:11])[N:8]([CH2:12][C:13]#[CH:14])[C:7](=[O:15])[C:6]=1[CH3:16])[CH2:3][CH3:4].CCN(CC)CC.Br[Si:25]([CH:44]([CH3:46])[CH3:45])([CH:41]([CH3:43])[CH3:42])[CH2:26][CH2:27][C:28]([F:40])([F:39])[C:29]([F:38])([F:37])[C:30]([F:36])([F:35])[C:31]([F:34])([F:33])[F:32]. Product: [CH:44]([Si:25]([CH:41]([CH3:43])[CH3:42])([CH2:26][CH2:27][C:28]([F:40])([F:39])[C:29]([F:37])([F:38])[C:30]([F:35])([F:36])[C:31]([F:32])([F:33])[F:34])[O:1][CH:2]([C:5]1[CH:10]=[C:9]([I:11])[N:8]([CH2:12][C:13]#[CH:14])[C:7](=[O:15])[C:6]=1[CH3:16])[CH2:3][CH3:4])([CH3:45])[CH3:46]. The catalyst class is: 143. (2) Reactant: [CH3:1][N:2]1[C:7](=[O:8])[C:6]([NH:9][C:10]2C=CC(N3CCN(C)CC3)=C[N:11]=2)=[CH:5][C:4]([C:23]2[CH:33]=[CH:32][CH:31]=[C:30]([N:34]3[CH2:46][CH2:45][N:37]4[C:38]5[CH2:39][CH2:40][CH2:41][CH2:42][C:43]=5[CH:44]=[C:36]4[C:35]3=[O:47])[C:24]=2[CH2:25][O:26][C:27](=[O:29])[CH3:28])=[CH:3]1.Br[C:49]1C=C[CH:57]=[C:56]([N:60]2[CH2:72]CN3C4CCCCC=4C=C3C2=O)[C:50]=1[CH2:51]OC(=O)C.C([O-])([O-])=[O:75].[Na+].[Na+]. Product: [C:27]([O:26][CH2:25][C:24]1[C:30]([N:34]2[CH2:46][CH2:45][N:37]3[C:38]4[CH2:39][CH2:40][CH2:41][CH2:42][C:43]=4[CH:44]=[C:36]3[C:35]2=[O:47])=[CH:31][CH:32]=[CH:33][C:23]=1[C:4]1[CH:5]=[C:6]([NH:9][C:10]2[CH:57]=[C:56]([C:50]([OH:75])([CH3:51])[CH3:49])[N:60]([CH3:72])[N:11]=2)[C:7](=[O:8])[N:2]([CH3:1])[CH:3]=1)(=[O:29])[CH3:28]. The catalyst class is: 73. (3) Reactant: [F:1][C:2]1[CH:3]=[C:4]2[C:8](=[CH:9][CH:10]=1)[NH:7][C:6](=[O:11])[C:5]2=[C:12]1[C:20]2[C:15](=[CH:16][C:17]([CH:21]=O)=[CH:18][CH:19]=2)[C:14]([CH3:24])([CH3:23])[O:13]1.[CH3:25][O:26][CH2:27][CH2:28][NH:29][CH3:30].C(O[BH-](OC(=O)C)OC(=O)C)(=O)C.[Na+]. Product: [F:1][C:2]1[CH:3]=[C:4]2[C:8](=[CH:9][CH:10]=1)[NH:7][C:6](=[O:11])[C:5]2=[C:12]1[C:20]2[C:15](=[CH:16][C:17]([CH2:21][N:29]([CH2:28][CH2:27][O:26][CH3:25])[CH3:30])=[CH:18][CH:19]=2)[C:14]([CH3:23])([CH3:24])[O:13]1. The catalyst class is: 1. (4) Reactant: CS([C:4]1[O:5][C:6]2[CH:12]=[C:11]([O:13][C:14]3[CH:19]=[CH:18][N:17]=[C:16]([C:20]([NH:22][CH3:23])=[O:21])[CH:15]=3)[CH:10]=[CH:9][C:7]=2[N:8]=1)=O.[N:24]1([CH2:30][CH2:31][C:32]2[CH:33]=[C:34]([NH2:38])[CH:35]=[CH:36][CH:37]=2)[CH2:29][CH2:28][CH2:27][CH2:26][CH2:25]1. Product: [CH3:23][NH:22][C:20]([C:16]1[CH:15]=[C:14]([O:13][C:11]2[CH:10]=[CH:9][C:7]3[N:8]=[C:4]([NH:38][C:34]4[CH:35]=[CH:36][CH:37]=[C:32]([CH2:31][CH2:30][N:24]5[CH2:25][CH2:26][CH2:27][CH2:28][CH2:29]5)[CH:33]=4)[O:5][C:6]=3[CH:12]=2)[CH:19]=[CH:18][N:17]=1)=[O:21]. The catalyst class is: 44. (5) Reactant: [C:9](O[C:9]([O:11][C:12]([CH3:15])([CH3:14])[CH3:13])=[O:10])([O:11][C:12]([CH3:15])([CH3:14])[CH3:13])=[O:10].[NH2:16][C:17]1[CH:18]=[CH:19][C:20]([F:35])=[C:21]([C@:23]2([CH3:34])[CH2:28][N:27]3[CH:29]=[C:30]([I:32])[N:31]=[C:26]3[C:25]([NH2:33])=[N:24]2)[CH:22]=1. Product: [C:12]([O:11][C:9]([NH:16][C:17]1[CH:18]=[CH:19][C:20]([F:35])=[C:21]([C@:23]2([CH3:34])[CH2:28][N:27]3[CH:29]=[C:30]([I:32])[N:31]=[C:26]3[C:25]([NH:33][C:9](=[O:10])[O:11][C:12]([CH3:13])([CH3:14])[CH3:15])=[N:24]2)[CH:22]=1)=[O:10])([CH3:15])([CH3:14])[CH3:13]. The catalyst class is: 2.